Predict the reaction yield, written as a fraction of the theoretical maximum amount of product (1.0 means a 100% yield; for example, 0.34 means a 34% yield). From a dataset of Reaction yield outcomes from USPTO patents with 853,638 reactions. (1) The reactants are [C:1]1([N:11]2[CH2:16][CH2:15][NH:14][CH2:13][CH2:12]2)[C:10]2[C:5](=[CH:6][CH:7]=[CH:8][CH:9]=2)[CH:4]=[CH:3][CH:2]=1.Br[CH2:18][CH2:19][C:20]1[CH:21]=[CH:22][C:23]2[C:24]([CH:29]=1)=[N:25][C:26](=[O:28])[N:27]=2.C(=O)([O-])[O-].[Na+].[Na+].[I-].[Na+]. The catalyst is CC(CC(C)C)=O. The product is [C:1]1([N:11]2[CH2:16][CH2:15][N:14]([CH2:18][CH2:19][C:20]3[CH:21]=[CH:22][C:23]4[C:24]([CH:29]=3)=[N:25][C:26](=[O:28])[N:27]=4)[CH2:13][CH2:12]2)[C:10]2[C:5](=[CH:6][CH:7]=[CH:8][CH:9]=2)[CH:4]=[CH:3][CH:2]=1. The yield is 0.140. (2) The reactants are [CH3:1][O:2][CH:3]1[CH2:7][CH2:6][NH:5][CH2:4]1.C1C=CC(P(C2C(C3C(P(C4C=CC=CC=4)C4C=CC=CC=4)=CC=C4C=3C=CC=C4)=C3C(C=CC=C3)=CC=2)C2C=CC=CC=2)=CC=1.C(=O)([O-])[O-].[Cs+].[Cs+].[Br:60][C:61]1[CH:66]=[CH:65][CH:64]=[C:63](Br)[CH:62]=1. The catalyst is C1(C)C=CC=CC=1.C([O-])(=O)C.[Pd+2].C([O-])(=O)C. The product is [Br:60][C:61]1[CH:62]=[C:63]([N:5]2[CH2:6][CH2:7][CH:3]([O:2][CH3:1])[CH2:4]2)[CH:64]=[CH:65][CH:66]=1. The yield is 0.640. (3) The reactants are CC(C1C=CC(B2OC(C)(C)C(C)(C)O2)=CC=1)(C)C(OCC)=O.[CH3:24][C:25]([C:32]1[CH:37]=[CH:36][C:35]([C:38]2[CH:43]=[CH:42][C:41]([O:44][CH2:45][CH2:46][CH:47]3[CH2:50][O:49][CH2:48]3)=[CH:40][CH:39]=2)=[CH:34][CH:33]=1)([CH3:31])[C:26]([O:28]CC)=[O:27].O.[OH-].[Li+]. The catalyst is O1CCCC1.C(O)C.O. The product is [CH3:31][C:25]([C:32]1[CH:33]=[CH:34][C:35]([C:38]2[CH:43]=[CH:42][C:41]([O:44][CH2:45][CH2:46][CH:47]3[CH2:50][O:49][CH2:48]3)=[CH:40][CH:39]=2)=[CH:36][CH:37]=1)([CH3:24])[C:26]([OH:28])=[O:27]. The yield is 0.970. (4) The reactants are [I:1][C:2]1[CH:3]=[C:4]2[C:8](=[CH:9][CH:10]=1)[NH:7][C:6](=[O:11])[C:5]2=O.[C:13]([C:15]1[CH:33]=[CH:32][C:18]([C:19]([NH:21][C:22]2[CH:27]=[CH:26][C:25]([C:28]([NH:30][NH2:31])=[O:29])=[CH:24][CH:23]=2)=[O:20])=[CH:17][CH:16]=1)#[N:14]. The catalyst is C(O)(=O)C. The product is [C:13]([C:15]1[CH:16]=[CH:17][C:18]([C:19]([NH:21][C:22]2[CH:27]=[CH:26][C:25]([C:28]([NH:30][N:31]=[C:5]3[C:4]4[C:8](=[CH:9][CH:10]=[C:2]([I:1])[CH:3]=4)[NH:7][C:6]3=[O:11])=[O:29])=[CH:24][CH:23]=2)=[O:20])=[CH:32][CH:33]=1)#[N:14]. The yield is 0.890. (5) The reactants are [Cl:1][C:2]1[CH:3]=[C:4]([CH:7]=[CH:8][C:9]=1[CH3:10])[C:5]#[N:6].C1C(=O)N([Br:18])C(=O)C1. The catalyst is C(Cl)(Cl)(Cl)Cl.N(C(C)(C)C#N)=NC(C)(C)C#N. The product is [Br:18][CH2:10][C:9]1[CH:8]=[CH:7][C:4]([C:5]#[N:6])=[CH:3][C:2]=1[Cl:1]. The yield is 0.680.